The task is: Predict the product of the given reaction.. This data is from Forward reaction prediction with 1.9M reactions from USPTO patents (1976-2016). (1) Given the reactants C([O:3][C:4]([C:6]1[N:7]([CH2:17][CH3:18])[C:8]2[C:13]([CH:14]=1)=[C:12]([Cl:15])[C:11]([Cl:16])=[CH:10][CH:9]=2)=[O:5])C.[OH-].[Na+], predict the reaction product. The product is: [Cl:15][C:12]1[C:11]([Cl:16])=[CH:10][CH:9]=[C:8]2[C:13]=1[CH:14]=[C:6]([C:4]([OH:5])=[O:3])[N:7]2[CH2:17][CH3:18]. (2) Given the reactants [CH2:1]([N:3]1[C:11]2[CH:10]=[C:9]3[NH:12][C:13]([C:15]4[C:19]5[CH2:20][NH:21][CH2:22][CH2:23][C:18]=5[NH:17][N:16]=4)=[N:14][C:8]3=[CH:7][C:6]=2[C:5]([CH3:25])([CH3:24])[C:4]1=[O:26])[CH3:2].[F:27][C:28]1[CH:33]=[CH:32][C:31]([S:34](Cl)(=[O:36])=[O:35])=[CH:30][CH:29]=1.C(N(C(C)C)CC)(C)C, predict the reaction product. The product is: [CH2:1]([N:3]1[C:11]2[CH:10]=[C:9]3[NH:12][C:13]([C:15]4[C:19]5[CH2:20][N:21]([S:34]([C:31]6[CH:32]=[CH:33][C:28]([F:27])=[CH:29][CH:30]=6)(=[O:36])=[O:35])[CH2:22][CH2:23][C:18]=5[NH:17][N:16]=4)=[N:14][C:8]3=[CH:7][C:6]=2[C:5]([CH3:25])([CH3:24])[C:4]1=[O:26])[CH3:2]. (3) Given the reactants Cl[C:2]1[N:3]=[C:4]([N:21]2[CH2:25][CH2:24][C@H:23]([OH:26])[CH2:22]2)[C:5]2[CH:10]=[CH:9][N:8]([S:11]([C:14]3[CH:20]=[CH:19][C:17]([CH3:18])=[CH:16][CH:15]=3)(=[O:13])=[O:12])[C:6]=2[N:7]=1.[NH2:27][C:28]1[CH:33]=[CH:32][C:31]([N:34]2[CH2:39][CH2:38][N:37]([C:40](=[O:42])[CH3:41])[CH2:36][CH2:35]2)=[CH:30][CH:29]=1.C[Si](Cl)(C)C, predict the reaction product. The product is: [OH:26][C@H:23]1[CH2:24][CH2:25][N:21]([C:4]2[C:5]3[CH:10]=[CH:9][N:8]([S:11]([C:14]4[CH:20]=[CH:19][C:17]([CH3:18])=[CH:16][CH:15]=4)(=[O:13])=[O:12])[C:6]=3[N:7]=[C:2]([NH:27][C:28]3[CH:29]=[CH:30][C:31]([N:34]4[CH2:35][CH2:36][N:37]([C:40](=[O:42])[CH3:41])[CH2:38][CH2:39]4)=[CH:32][CH:33]=3)[N:3]=2)[CH2:22]1. (4) Given the reactants [O:1]1[C:5]2[CH:6]=[C:7]([OH:10])[CH:8]=[CH:9][C:4]=2[N:3]=[CH:2]1.Br[CH2:12][CH:13]1[CH2:15][CH2:14]1.C(=O)([O-])[O-].[K+].[K+].CN(C=O)C, predict the reaction product. The product is: [CH:13]1([CH2:12][O:10][C:7]2[CH:8]=[CH:9][C:4]3[N:3]=[CH:2][O:1][C:5]=3[CH:6]=2)[CH2:15][CH2:14]1. (5) Given the reactants [C:1]([O:5][C:6](=[O:32])[NH:7][CH:8]1[CH2:13][CH2:12][CH:11]([NH:14][C:15]2[N:20]=[C:19]3[NH:21][N:22]=[C:23]([C:24]4[CH:29]=[CH:28][N:27]=[C:26]([S:30][CH3:31])[N:25]=4)[C:18]3=[CH:17][N:16]=2)[CH2:10][CH2:9]1)([CH3:4])([CH3:3])[CH3:2].C1C=C(Cl)C=C(C(OO)=[O:41])C=1, predict the reaction product. The product is: [C:1]([O:5][C:6](=[O:32])[NH:7][CH:8]1[CH2:13][CH2:12][CH:11]([NH:14][C:15]2[N:20]=[C:19]3[NH:21][N:22]=[C:23]([C:24]4[CH:29]=[CH:28][N:27]=[C:26]([S:30]([CH3:31])=[O:41])[N:25]=4)[C:18]3=[CH:17][N:16]=2)[CH2:10][CH2:9]1)([CH3:4])([CH3:3])[CH3:2].